Binary Classification. Given a T-cell receptor sequence (or CDR3 region) and an epitope sequence, predict whether binding occurs between them. From a dataset of TCR-epitope binding with 47,182 pairs between 192 epitopes and 23,139 TCRs. (1) The epitope is SSTFNVPMEKLK. The TCR CDR3 sequence is CSVEDHLAGRETQYF. Result: 0 (the TCR does not bind to the epitope). (2) The epitope is KTSVDCTMYI. The TCR CDR3 sequence is CASGLGQGGTRETQYF. Result: 1 (the TCR binds to the epitope). (3) The epitope is SEVGPEHSLAEY. The TCR CDR3 sequence is CASSYRTGGPYEQYF. Result: 1 (the TCR binds to the epitope). (4) The epitope is TPRVTGGGAM. The TCR CDR3 sequence is CASTGGNEQFF. Result: 0 (the TCR does not bind to the epitope).